This data is from NCI-60 drug combinations with 297,098 pairs across 59 cell lines. The task is: Regression. Given two drug SMILES strings and cell line genomic features, predict the synergy score measuring deviation from expected non-interaction effect. (1) Drug 1: CNC(=O)C1=NC=CC(=C1)OC2=CC=C(C=C2)NC(=O)NC3=CC(=C(C=C3)Cl)C(F)(F)F. Drug 2: C1=CN(C=N1)CC(O)(P(=O)(O)O)P(=O)(O)O. Cell line: RXF 393. Synergy scores: CSS=14.3, Synergy_ZIP=-0.831, Synergy_Bliss=4.72, Synergy_Loewe=2.89, Synergy_HSA=1.58. (2) Synergy scores: CSS=41.0, Synergy_ZIP=-2.93, Synergy_Bliss=-3.76, Synergy_Loewe=-34.3, Synergy_HSA=-2.43. Cell line: HCT116. Drug 2: C1C(C(OC1N2C=NC3=C2NC=NCC3O)CO)O. Drug 1: C1=NC2=C(N=C(N=C2N1C3C(C(C(O3)CO)O)F)Cl)N. (3) Drug 1: C1CC2CC3=C(CC1C24CN(S(=O)(=O)N4)CC(F)(F)F)C=CC(=C3)C=CCN5CCC(CC5)C(F)(F)F. Cell line: NCIH23. Drug 2: CC1CCC2CC(C(=CC=CC=CC(CC(C(=O)C(C(C(=CC(C(=O)CC(OC(=O)C3CCCCN3C(=O)C(=O)C1(O2)O)C(C)CC4CCC(C(C4)OC)OP(=O)(C)C)C)C)O)OC)C)C)C)OC. Synergy scores: CSS=31.1, Synergy_ZIP=0.548, Synergy_Bliss=6.55, Synergy_Loewe=5.62, Synergy_HSA=9.69. (4) Drug 1: CC12CCC3C(C1CCC2O)C(CC4=C3C=CC(=C4)O)CCCCCCCCCS(=O)CCCC(C(F)(F)F)(F)F. Drug 2: CC(C)CN1C=NC2=C1C3=CC=CC=C3N=C2N. Cell line: ACHN. Synergy scores: CSS=-2.10, Synergy_ZIP=1.56, Synergy_Bliss=1.96, Synergy_Loewe=-3.05, Synergy_HSA=-2.25.